Dataset: Forward reaction prediction with 1.9M reactions from USPTO patents (1976-2016). Task: Predict the product of the given reaction. (1) Given the reactants [CH:1]1[C:10]2[C:5](=[CH:6][CH:7]=[CH:8][CH:9]=2)[CH:4]=[CH:3][C:2]=1[C:11]12[CH2:16][CH:15]1[C:14](=O)[CH2:13][CH2:12]2.[CH3:18][NH:19][CH3:20].[C:21]([BH3-])#N.[Na+].[ClH:25].[CH3:26][OH:27], predict the reaction product. The product is: [ClH:25].[CH3:18][N:19]([CH3:20])[CH:14]1[CH2:13][CH2:12][C:11]2([C:2]3[CH:3]=[CH:4][C:5]4[C:10](=[CH:9][CH:8]=[CH:7][CH:6]=4)[CH:1]=3)[CH:15]1[CH2:16]2.[ClH:25].[CH2:26]([O:27][CH2:1][CH3:2])[CH3:21]. (2) Given the reactants [O:1]1[CH2:3][C@H:2]1[CH2:4]OS(C1C=CC=C([N+]([O-])=O)C=1)(=O)=O.[OH:18][C:19]1[CH:28]=[CH:27][CH:26]=[CH:25][C:20]=1[C:21]([NH:23][CH3:24])=[O:22].C([O-])([O-])=O.[Cs+].[Cs+], predict the reaction product. The product is: [CH3:24][NH:23][C:21](=[O:22])[C:20]1[CH:25]=[CH:26][CH:27]=[CH:28][C:19]=1[O:18][CH2:4][C@@H:2]1[CH2:3][O:1]1. (3) Given the reactants [C:1]([CH2:3][C:4]1([N:8]2[CH:12]=[C:11]([C:13]3[CH:18]=[N:17][N:16]4[C:19]([C:22]5[CH:23]=[C:24]([NH:28][C:29]([NH:31][CH2:32][C:33]([F:36])([F:35])[F:34])=[O:30])[CH:25]=[CH:26][CH:27]=5)=[CH:20][N:21]=[C:15]4[CH:14]=3)[CH:10]=[N:9]2)[CH2:7][NH:6][CH2:5]1)#[N:2].[O:37]1[CH2:41][CH2:40][CH:39]([C:42](O)=[O:43])[CH2:38]1, predict the reaction product. The product is: [C:1]([CH2:3][C:4]1([N:8]2[CH:12]=[C:11]([C:13]3[CH:18]=[N:17][N:16]4[C:19]([C:22]5[CH:23]=[C:24]([NH:28][C:29]([NH:31][CH2:32][C:33]([F:35])([F:36])[F:34])=[O:30])[CH:25]=[CH:26][CH:27]=5)=[CH:20][N:21]=[C:15]4[CH:14]=3)[CH:10]=[N:9]2)[CH2:5][N:6]([C:42]([CH:39]2[CH2:40][CH2:41][O:37][CH2:38]2)=[O:43])[CH2:7]1)#[N:2]. (4) Given the reactants [Cl:1][C:2]1[S:6][C:5]([C:7]([NH:9][C:10]2[C:14]([C:15]([O:17]CC)=O)=[CH:13][N:12]([CH3:20])[N:11]=2)=[O:8])=[CH:4][CH:3]=1.[Si:21]([O:28][CH2:29][CH2:30][NH:31][C:32]1[CH:37]=[CH:36][C:35]([NH2:38])=[CH:34][CH:33]=1)([C:24]([CH3:27])([CH3:26])[CH3:25])([CH3:23])[CH3:22].C[Al](C)C, predict the reaction product. The product is: [Si:21]([O:28][CH2:29][CH2:30][NH:31][C:32]1[CH:33]=[CH:34][C:35]([NH:38][C:15]([C:14]2[C:10]([NH:9][C:7]([C:5]3[S:6][C:2]([Cl:1])=[CH:3][CH:4]=3)=[O:8])=[N:11][N:12]([CH3:20])[CH:13]=2)=[O:17])=[CH:36][CH:37]=1)([C:24]([CH3:27])([CH3:26])[CH3:25])([CH3:23])[CH3:22]. (5) Given the reactants [BH4-].[Na+].[S:3]1[CH:7]=[CH:6][C:5]2[CH:8]=[CH:9][CH:10]=[C:11]([C:12]3[CH:17]=[C:16]([F:18])[N:15]=[CH:14][C:13]=3[C:19]([CH3:23])([CH3:22])[C:20]#[N:21])[C:4]1=2, predict the reaction product. The product is: [S:3]1[CH:7]=[CH:6][C:5]2[CH:8]=[CH:9][CH:10]=[C:11]([C:12]3[CH:17]=[C:16]([F:18])[N:15]=[CH:14][C:13]=3[C:19]([CH3:23])([CH3:22])[CH2:20][NH2:21])[C:4]1=2. (6) Given the reactants C([Sn](CCCC)(CCCC)[C:6]1[S:7][CH:8]=[CH:9][N:10]=1)CCC.Br[C:20]1[CH:26]=[CH:25][C:24]([F:27])=[CH:23][C:21]=1[NH2:22], predict the reaction product. The product is: [F:27][C:24]1[CH:25]=[CH:26][C:20]([C:6]2[S:7][CH:8]=[CH:9][N:10]=2)=[C:21]([NH2:22])[CH:23]=1. (7) Given the reactants [C:1]1([N:7]2[C:15]3[C:10](=[CH:11][CH:12]=[CH:13][CH:14]=3)[CH:9]=[CH:8]2)[CH:6]=[CH:5][CH:4]=[CH:3][CH:2]=1.[Li]CCCC.CCCCCC.Br[C:28]1[CH:37]=[CH:36][C:35]2[C:30](=[C:31]([Br:38])[CH:32]=[CH:33][CH:34]=2)[N:29]=1.[NH4+].[Cl-], predict the reaction product. The product is: [Br:38][C:31]1[CH:32]=[CH:33][CH:34]=[C:35]2[C:30]=1[N:29]=[C:28]([C:8]1[N:7]([C:1]3[CH:2]=[CH:3][CH:4]=[CH:5][CH:6]=3)[C:15]3[C:10]([CH:9]=1)=[CH:11][CH:12]=[CH:13][CH:14]=3)[CH:37]=[CH:36]2.